This data is from Full USPTO retrosynthesis dataset with 1.9M reactions from patents (1976-2016). The task is: Predict the reactants needed to synthesize the given product. (1) Given the product [CH3:13][N:14]([CH2:16][C:3]1[C:4]2[C:5](=[N:6][CH:7]=[C:8]([C:10]#[N:11])[CH:9]=2)[NH:1][CH:2]=1)[CH3:15], predict the reactants needed to synthesize it. The reactants are: [NH:1]1[C:5]2=[N:6][CH:7]=[C:8]([C:10]#[N:11])[CH:9]=[C:4]2[CH:3]=[CH:2]1.Cl.[CH3:13][NH:14][CH3:15].[CH2:16]=O. (2) Given the product [C:24]([C:21]1[CH:20]=[C:19]([NH:18][C:15]([C@@H:9]2[CH2:10][CH2:11][CH2:12][C:13](=[O:14])[N:8]2[C:5]2[CH:4]=[CH:3][C:2]([Cl:1])=[CH:7][CH:6]=2)=[O:17])[O:23][N:22]=1)([CH3:27])([CH3:26])[CH3:25], predict the reactants needed to synthesize it. The reactants are: [Cl:1][C:2]1[CH:7]=[CH:6][C:5]([N:8]2[C:13](=[O:14])[CH2:12][CH2:11][CH2:10][C@H:9]2[C:15]([OH:17])=O)=[CH:4][CH:3]=1.[NH2:18][C:19]1[O:23][N:22]=[C:21]([C:24]([CH3:27])([CH3:26])[CH3:25])[CH:20]=1.N1C=CC=CC=1.P(Cl)(Cl)(Cl)=O. (3) Given the product [Cl:1][C:2]1[CH:18]=[C:17]([C:19]#[N:20])[CH:16]=[C:15]([F:21])[C:3]=1[C:4]([Cl:24])=[N:6][C:7]1[CH:12]=[CH:11][N:10]=[C:9]([Cl:13])[C:8]=1[F:14], predict the reactants needed to synthesize it. The reactants are: [Cl:1][C:2]1[CH:18]=[C:17]([C:19]#[N:20])[CH:16]=[C:15]([F:21])[C:3]=1[C:4]([NH:6][C:7]1[CH:12]=[CH:11][N:10]=[C:9]([Cl:13])[C:8]=1[F:14])=O.S(Cl)([Cl:24])=O. (4) Given the product [Cl:1][C:2]1[CH:3]=[C:4]([CH:17]=[CH:18][C:19]=1[O:20][CH2:21][C:22]1[CH:26]=[C:25]([CH3:27])[O:24][N:23]=1)[NH:5][C:6]1[C:15]2[C:10](=[CH:11][CH:12]=[CH:13][C:14]=2[O:32][CH2:31][CH2:30][N:29]([CH3:33])[CH3:28])[N:9]=[CH:8][N:7]=1, predict the reactants needed to synthesize it. The reactants are: [Cl:1][C:2]1[CH:3]=[C:4]([CH:17]=[CH:18][C:19]=1[O:20][CH2:21][C:22]1[CH:26]=[C:25]([CH3:27])[O:24][N:23]=1)[NH:5][C:6]1[C:15]2[C:10](=[CH:11][CH:12]=[CH:13][C:14]=2F)[N:9]=[CH:8][N:7]=1.[CH3:28][N:29]([CH3:33])[CH2:30][CH2:31][OH:32]. (5) Given the product [C:1]1([C:7]2[NH:8][C:9]3[C:14]([C:15]=2[CH:16]=[C:21]([C:19]#[N:25])[C:22]#[N:23])=[CH:13][CH:12]=[CH:11][CH:10]=3)[CH:6]=[CH:5][CH:4]=[CH:3][CH:2]=1, predict the reactants needed to synthesize it. The reactants are: [C:1]1([C:7]2[NH:8][C:9]3[C:14]([C:15]=2[CH:16]=O)=[CH:13][CH:12]=[CH:11][CH:10]=3)[CH:6]=[CH:5][CH:4]=[CH:3][CH:2]=1.C(#N)[CH:19]([CH2:21][C:22]#[N:23])O.[NH:25]1CCCCC1. (6) Given the product [BrH:14].[CH2:1]([NH:4][C@@H:5]1[C:13]2[C:8](=[CH:9][CH:10]=[CH:11][CH:12]=2)[CH2:7][CH:6]1[Br:14])[CH:2]=[CH2:3], predict the reactants needed to synthesize it. The reactants are: [CH2:1]([NH:4][C@@H:5]1[C:13]2[C:8](=[CH:9][CH:10]=[CH:11][CH:12]=2)[CH2:7][CH:6]1[Br:14])[CH:2]=[CH2:3].Br.CC(O)C. (7) Given the product [N+:1]([C:4]1[N:5]=[CH:6][C:7]([N:21]2[CH2:20][CH2:19][N:18]([C:11]([O:13][C:14]([CH3:17])([CH3:16])[CH3:15])=[O:12])[CH2:23][CH2:22]2)=[CH:8][CH:9]=1)([O-:3])=[O:2], predict the reactants needed to synthesize it. The reactants are: [N+:1]([C:4]1[CH:9]=[CH:8][C:7](Br)=[CH:6][N:5]=1)([O-:3])=[O:2].[C:11]([N:18]1[CH2:23][CH2:22][NH:21][CH2:20][CH2:19]1)([O:13][C:14]([CH3:17])([CH3:16])[CH3:15])=[O:12].C(=O)([O-])[O-].[K+].[K+].O.